Task: Predict the reactants needed to synthesize the given product.. Dataset: Full USPTO retrosynthesis dataset with 1.9M reactions from patents (1976-2016) (1) Given the product [Cl:66][C:61]1[CH:60]=[C:59]([CH:64]=[CH:63][C:62]=1[Cl:65])[CH2:58][O:57][C:54]1[CH:55]=[CH:56][C:51]([C@H:49]2[CH2:48][O:47][C:43]3=[CH:44][C:45]4[CH2:46][C@@H:37]([C:35]([NH:34][C@@H:17]([CH2:18][C:19]5[CH:24]=[CH:23][C:22]([O:25][C:26]6[CH:31]=[CH:30][N:29]=[C:28]([CH3:32])[C:27]=6[CH3:33])=[CH:21][CH:20]=5)[C:16]([OH:67])=[O:15])=[O:36])[N:38]([C:11]([C:9]5[N:10]=[C:6]([CH3:5])[O:7][CH:8]=5)=[O:13])[CH2:39][C:40]=4[CH:41]=[C:42]3[O:50]2)=[CH:52][CH:53]=1, predict the reactants needed to synthesize it. The reactants are: C(Cl)CCl.[CH3:5][C:6]1[O:7][CH:8]=[C:9]([C:11]([OH:13])=O)[N:10]=1.C[O:15][C:16](=[O:67])[C@@H:17]([NH:34][C:35]([C@@H:37]1[CH2:46][C:45]2[CH:44]=[C:43]3[O:47][CH2:48][C@H:49]([C:51]4[CH:56]=[CH:55][C:54]([O:57][CH2:58][C:59]5[CH:64]=[CH:63][C:62]([Cl:65])=[C:61]([Cl:66])[CH:60]=5)=[CH:53][CH:52]=4)[O:50][C:42]3=[CH:41][C:40]=2[CH2:39][NH:38]1)=[O:36])[CH2:18][C:19]1[CH:24]=[CH:23][C:22]([O:25][C:26]2[CH:31]=[CH:30][N:29]=[C:28]([CH3:32])[C:27]=2[CH3:33])=[CH:21][CH:20]=1. (2) Given the product [F:1][C:2]1[CH:22]=[CH:21][CH:20]=[C:19]([F:23])[C:3]=1[CH2:4][O:5][C:6]1[C:7]2[N:8]([C:12]([C:16]([NH:32][C:33]([C:40]3[CH:45]=[N:44][CH:43]=[N:42][CH:41]=3)([CH3:39])[C:34]([O:36][CH2:37][CH3:38])=[O:35])=[O:17])=[C:13]([CH3:15])[N:14]=2)[CH:9]=[CH:10][CH:11]=1, predict the reactants needed to synthesize it. The reactants are: [F:1][C:2]1[CH:22]=[CH:21][CH:20]=[C:19]([F:23])[C:3]=1[CH2:4][O:5][C:6]1[C:7]2[N:8]([C:12]([C:16](O)=[O:17])=[C:13]([CH3:15])[N:14]=2)[CH:9]=[CH:10][CH:11]=1.ClC(N(C)C)=C(C)C.[NH2:32][C:33]([C:40]1[CH:41]=[N:42][CH:43]=[N:44][CH:45]=1)([CH3:39])[C:34]([O:36][CH2:37][CH3:38])=[O:35].O. (3) Given the product [F:1][C:2]1[CH:3]=[C:4]([CH:8]([C:10]2[N:11]([CH3:16])[C:12]([NH:47][CH2:46][CH2:45][CH2:44][N:38]3[CH2:43][CH2:42][CH2:41][CH2:40][CH2:39]3)=[N:13][CH:14]=2)[OH:9])[CH:5]=[CH:6][CH:7]=1, predict the reactants needed to synthesize it. The reactants are: [F:1][C:2]1[CH:3]=[C:4]([CH:8]([C:10]2[N:11]([CH3:16])[C:12](Cl)=[N:13][CH:14]=2)[OH:9])[CH:5]=[CH:6][CH:7]=1.ClC1N(C)C=CN=1.[Li]CCCC.FC1C=C(C=CC=1)C=O.[N:38]1([CH2:44][CH2:45][CH2:46][NH2:47])[CH2:43][CH2:42][CH2:41][CH2:40][CH2:39]1.C(N(C(C)C)CC)(C)C. (4) Given the product [CH3:1][O:2][C:3]1[CH:8]=[C:7]2[C:6](=[CH:5][CH:4]=1)[NH:9][C:27]([C:24]1[CH:23]=[CH:22][CH:21]=[C:26]([O:34][CH3:32])[CH:25]=1)=[CH:29]2, predict the reactants needed to synthesize it. The reactants are: [CH3:1][O:2][C:3]1[CH:8]=[CH:7][C:6]([NH2:9])=[CH:5][CH:4]=1.CN(C)C1C=CC=CC=1.CO[C:21]1[CH:26]=[CH:25][C:24]([C:27]([CH2:29]Br)=O)=[CH:23][CH:22]=1.Cl.[C:32](OCC)(=[O:34])C. (5) Given the product [NH2:57][C@H:54]1[CH2:55][CH2:56][C@H:51]([NH:58][C:16]2[CH:17]=[C:12]([NH:10][CH2:9][C:6]3[CH:7]=[CH:8][C:3]([O:2][CH3:1])=[CH:4][CH:5]=3)[C:13]3[N:14]([C:19]([C:22]([NH:24][C:25]4[CH:30]=[CH:29][N:28]=[CH:27][CH:26]=4)=[O:23])=[CH:20][N:21]=3)[N:15]=2)[CH2:52][CH2:53]1, predict the reactants needed to synthesize it. The reactants are: [CH3:1][O:2][C:3]1[CH:8]=[CH:7][C:6]([CH2:9][NH2:10])=[CH:5][CH:4]=1.Br[C:12]1[C:13]2[N:14]([C:19]([C:22]([NH:24][C:25]3[CH:30]=[CH:29][N:28]=[CH:27][CH:26]=3)=[O:23])=[CH:20][N:21]=2)[N:15]=[C:16](Cl)[CH:17]=1.ClC1C=C(Cl)C2N(C(C(NC3C=CN=CC=3)=O)=CN=2)N=1.[C@H:51]1([NH2:58])[CH2:56][CH2:55][C@H:54]([NH2:57])[CH2:53][CH2:52]1. (6) Given the product [CH2:1]([O:8][C:9]1[CH:10]=[C:11]([CH:15]=[C:16]([O:18][CH:19]([CH3:21])[CH3:20])[CH:17]=1)[C:12]([NH:64][C:54]1[CH:53]=[C:52]([CH3:51])[N:56]([CH2:57][C:58]2[CH:63]=[CH:62][CH:61]=[CH:60][N:59]=2)[N:55]=1)=[O:14])[C:2]1[CH:3]=[CH:4][CH:5]=[CH:6][CH:7]=1, predict the reactants needed to synthesize it. The reactants are: [CH2:1]([O:8][C:9]1[CH:10]=[C:11]([CH:15]=[C:16]([O:18][CH:19]([CH3:21])[CH3:20])[CH:17]=1)[C:12]([OH:14])=O)[C:2]1[CH:7]=[CH:6][CH:5]=[CH:4][CH:3]=1.C(N(C(C)C)CC)(C)C.N1(O[P+](N(C)C)(N(C)C)N(C)C)C2C=CC=CC=2N=N1.[CH3:51][C:52]1[N:56]([CH2:57][C:58]2[CH:63]=[CH:62][CH:61]=[CH:60][N:59]=2)[N:55]=[C:54]([NH2:64])[CH:53]=1. (7) Given the product [CH3:1][O:2][C:3]1[CH:4]=[CH:5][C:6]([CH2:9][OH:10])=[N:7][CH:8]=1, predict the reactants needed to synthesize it. The reactants are: [CH3:1][O:2][C:3]1[CH:4]=[CH:5][C:6]([CH2:9][O:10]C(=O)C)=[N:7][CH:8]=1.C([O-])(O)=O.[Na+].C([O-])([O-])=O.[K+].[K+].